From a dataset of Catalyst prediction with 721,799 reactions and 888 catalyst types from USPTO. Predict which catalyst facilitates the given reaction. (1) Reactant: [Cl:1][C:2]1[CH:3]=[N:4][C:5]2[C:10]([C:11]=1[CH:12](C(OC)=O)[C:13]([O:15][CH3:16])=[O:14])=[N:9][C:8]([O:21][CH3:22])=[CH:7][CH:6]=2.[Cl-].[Li+].O.C(OCC)(=O)C. Product: [Cl:1][C:2]1[CH:3]=[N:4][C:5]2[C:10]([C:11]=1[CH2:12][C:13]([O:15][CH3:16])=[O:14])=[N:9][C:8]([O:21][CH3:22])=[CH:7][CH:6]=2. The catalyst class is: 16. (2) Reactant: [CH3:1][N:2]([CH3:33])[C:3]1[CH:8]=[CH:7][C:6]([CH2:9][N:10]([C:24]2[CH:29]=[CH:28][C:27]([CH:30]([CH3:32])[CH3:31])=[CH:26][CH:25]=2)[C:11]([CH:13]2[C:22]3[C:17](=[CH:18][CH:19]=[C:20]([OH:23])[CH:21]=3)[CH2:16][CH2:15][CH2:14]2)=[O:12])=[CH:5][CH:4]=1.[CH2:34](I)[CH3:35].[H-].[Na+]. Product: [CH3:1][N:2]([CH3:33])[C:3]1[CH:8]=[CH:7][C:6]([CH2:9][N:10]([C:24]2[CH:25]=[CH:26][C:27]([CH:30]([CH3:31])[CH3:32])=[CH:28][CH:29]=2)[C:11]([CH:13]2[C:22]3[C:17](=[CH:18][CH:19]=[C:20]([O:23][CH2:34][CH3:35])[CH:21]=3)[CH2:16][CH2:15][CH2:14]2)=[O:12])=[CH:5][CH:4]=1. The catalyst class is: 9. (3) Reactant: [C:1]([O:5][C:6]([N:8]1[CH2:13][CH2:12][C:11]([C:15]2[S:16][C:17]([CH2:20]Cl)=[CH:18][N:19]=2)([F:14])[CH2:10][CH2:9]1)=[O:7])([CH3:4])([CH3:3])[CH3:2].[CH3:22][S:23]([C:26]1[CH:31]=[CH:30][C:29]([OH:32])=[CH:28][CH:27]=1)(=[O:25])=[O:24].C([O-])([O-])=O.[K+].[K+]. Product: [C:1]([O:5][C:6]([N:8]1[CH2:13][CH2:12][C:11]([F:14])([C:15]2[S:16][C:17]([CH2:20][O:32][C:29]3[CH:28]=[CH:27][C:26]([S:23]([CH3:22])(=[O:25])=[O:24])=[CH:31][CH:30]=3)=[CH:18][N:19]=2)[CH2:10][CH2:9]1)=[O:7])([CH3:4])([CH3:3])[CH3:2]. The catalyst class is: 21. (4) Reactant: [CH2:1]([O:3][C:4]([C:6]1[CH2:11][C@H:10]([O:12][S:13]([CH3:16])(=[O:15])=[O:14])[C@@H:9]([NH:17]P(OCC)(OCC)=O)[C@H:8]([O:26][CH:27]([CH2:30][CH3:31])[CH2:28][CH3:29])[CH:7]=1)=[O:5])[CH3:2].S(=O)(=O)(O)O.[OH-].[Na+].[ClH:39]. Product: [ClH:39].[CH2:1]([O:3][C:4]([C:6]1[CH2:11][C@H:10]([O:12][S:13]([CH3:16])(=[O:14])=[O:15])[C@@H:9]([NH2:17])[C@H:8]([O:26][CH:27]([CH2:28][CH3:29])[CH2:30][CH3:31])[CH:7]=1)=[O:5])[CH3:2]. The catalyst class is: 162. (5) Product: [CH3:22][O:23][C:24](=[O:25])[NH:14][C@H:11]1[CH2:12][CH2:13][N:9]([C:6]2[CH:5]=[CH:4][C:3]([I:2])=[CH:8][N:7]=2)[CH2:10]1. The catalyst class is: 2. Reactant: Cl.[I:2][C:3]1[CH:4]=[CH:5][C:6]([N:9]2[CH2:13][CH2:12][C@H:11]([NH2:14])[CH2:10]2)=[N:7][CH:8]=1.C(N(CC)CC)C.[CH3:22][O:23][C:24](Cl)=[O:25].